Predict the product of the given reaction. From a dataset of Forward reaction prediction with 1.9M reactions from USPTO patents (1976-2016). (1) Given the reactants [F:1][C:2]1[CH:7]=[CH:6][CH:5]=[CH:4][C:3]=1[F:8].[Li]CCCC.[F:14][CH2:15][C:16](OCC)=[O:17], predict the reaction product. The product is: [F:1][C:2]1[C:3]([F:8])=[CH:4][CH:5]=[CH:6][C:7]=1[C:16](=[O:17])[CH2:15][F:14]. (2) The product is: [NH2:14][C:12]1[CH:11]=[C:10]([NH:15][C:17](=[O:16])[C@@H:18]([NH:26][C:27](=[O:33])[O:28][C:29]([CH3:30])([CH3:31])[CH3:32])[CH2:19][C:20]2[CH:25]=[CH:24][CH:23]=[CH:22][CH:21]=2)[CH:9]=[C:8]([C:6]2[CH:5]=[CH:4][N:3]=[C:2]([CH3:1])[CH:7]=2)[CH:13]=1. Given the reactants [CH3:1][C:2]1[CH:7]=[C:6]([C:8]2[CH:9]=[C:10]([NH2:15])[CH:11]=[C:12]([NH2:14])[CH:13]=2)[CH:5]=[CH:4][N:3]=1.[O:16]=[C:17](NC1N=C(C2C=CN=CC=2)SC=1)[C@@H:18]([NH:26][C:27](=[O:33])[O:28][C:29]([CH3:32])([CH3:31])[CH3:30])[CH2:19][C:20]1[CH:25]=[CH:24][CH:23]=[CH:22][CH:21]=1, predict the reaction product. (3) Given the reactants [CH:1]1([C:4]([NH:6][C:7]([NH2:9])=[S:8])=[O:5])[CH2:3][CH2:2]1.Br[CH2:11][C:12]([C:14]1[CH:23]=[CH:22][C:21]2[NH:20][C:19](=[O:24])[C:18]3[NH:25][CH:26]=[CH:27][C:17]=3[C:16]=2[CH:15]=1)=O.[CH2:28]([C:30]([O-:32])=[O:31])[CH3:29], predict the reaction product. The product is: [CH:1]1([C:4]([NH:6][C:7]2[S:8][CH:11]=[C:12]([C:14]3[CH:23]=[CH:22][C:21]4[NH:20][C:19](=[O:24])[C:18]5[NH:25][CH:26]=[CH:27][C:17]=5[C:16]=4[CH:15]=3)[N:9]=2)=[O:5])[CH2:3][CH2:2]1.[CH2:28]([C:30]([O-:32])=[O:31])[CH3:29]. (4) Given the reactants [Cl:1][C:2]1[CH:7]=[CH:6][C:5]([CH2:8][C:9]([O:11][CH3:12])=[O:10])=[CH:4][CH:3]=1.[C:13](OCC)(=[O:15])[CH3:14], predict the reaction product. The product is: [Cl:1][C:2]1[CH:3]=[CH:4][C:5]([CH:8]([C:13](=[O:15])[CH3:14])[C:9]([O:11][CH3:12])=[O:10])=[CH:6][CH:7]=1. (5) Given the reactants [Cl:1][C:2]1[C:3]2[CH:10]=[CH:9][NH:8][C:4]=2[N:5]=[CH:6][N:7]=1.[B-](F)(F)(F)[F:12].[B-](F)(F)(F)F.C1[N+]2(CCl)CC[N+](F)(CC2)C1, predict the reaction product. The product is: [Cl:1][C:2]1[C:3]2[C:10]([F:12])=[CH:9][NH:8][C:4]=2[N:5]=[CH:6][N:7]=1. (6) Given the reactants COC1C=CC(P2(SP(C3C=CC(OC)=CC=3)(=S)S2)=[S:10])=CC=1.O=[C:24]1[C@H:30]([NH:31][C:32](=[O:41])[O:33][CH2:34][C:35]2[CH:40]=[CH:39][CH:38]=[CH:37][CH:36]=2)[CH2:29][CH2:28][C:27]2[CH:42]=[CH:43][CH:44]=[CH:45][C:26]=2[NH:25]1.CCOCC, predict the reaction product. The product is: [S:10]=[C:24]1[C@H:30]([NH:31][C:32](=[O:41])[O:33][CH2:34][C:35]2[CH:40]=[CH:39][CH:38]=[CH:37][CH:36]=2)[CH2:29][CH2:28][C:27]2[CH:42]=[CH:43][CH:44]=[CH:45][C:26]=2[NH:25]1. (7) Given the reactants C(OC(=O)COC1C=CC(SC2C=C(OCC3CCCC3)C=C(Br)C=2)=CC=1C)C.[CH2:30]([N:33]1[CH2:38][CH2:37][O:36][CH2:35][CH2:34]1)[C:31]#[CH:32].[CH2:39]([O:41][C:42](=[O:79])[CH2:43][O:44][C:45]1[CH:50]=[CH:49][C:48]([S:51][C:52]2[CH:57]=[C:56](C#CC3C=CC(CO)=CC=3)[CH:55]=[C:54]([O:68][CH2:69][CH2:70][C:71]3[CH:76]=[CH:75][C:74](Cl)=[CH:73][CH:72]=3)[CH:53]=2)=[CH:47][C:46]=1[CH3:78])[CH3:40], predict the reaction product. The product is: [CH2:39]([O:41][C:42](=[O:79])[CH2:43][O:44][C:45]1[CH:50]=[CH:49][C:48]([S:51][C:52]2[CH:57]=[C:56]([C:32]#[C:31][CH2:30][N:33]3[CH2:38][CH2:37][O:36][CH2:35][CH2:34]3)[CH:55]=[C:54]([O:68][CH2:69][CH2:70][CH:71]3[CH2:72][CH2:73][CH2:74][CH2:75][CH2:76]3)[CH:53]=2)=[CH:47][C:46]=1[CH3:78])[CH3:40].